From a dataset of Peptide-MHC class II binding affinity with 134,281 pairs from IEDB. Regression. Given a peptide amino acid sequence and an MHC pseudo amino acid sequence, predict their binding affinity value. This is MHC class II binding data. (1) The peptide sequence is PFTVRYTTEGGTKTE. The MHC is DRB1_0101 with pseudo-sequence DRB1_0101. The binding affinity (normalized) is 0.261. (2) The peptide sequence is NPRQAYANYRDIDLG. The MHC is HLA-DPA10103-DPB10201 with pseudo-sequence HLA-DPA10103-DPB10201. The binding affinity (normalized) is 0.206. (3) The peptide sequence is EAKYDAYVATLSEALRIIAG. The MHC is DRB1_0301 with pseudo-sequence DRB1_0301. The binding affinity (normalized) is 0.405. (4) The peptide sequence is SLYVRASGRVTVSTK. The MHC is DRB1_1101 with pseudo-sequence DRB1_1101. The binding affinity (normalized) is 0.777. (5) The peptide sequence is STGGAYESYKFIPALEAAVK. The MHC is DRB5_0101 with pseudo-sequence DRB5_0101. The binding affinity (normalized) is 0.890.